From a dataset of Catalyst prediction with 721,799 reactions and 888 catalyst types from USPTO. Predict which catalyst facilitates the given reaction. (1) Reactant: Br[C:2]1[CH:7]=[CH:6][C:5]([S:8]([NH:11][CH3:12])(=[O:10])=[O:9])=[CH:4][CH:3]=1.[C:13]([C:15]1[N:19]([CH3:20])[C:18](B(O)O)=[CH:17][CH:16]=1)#[N:14].[F-].[K+].C(P(C(C)(C)C)C(C)(C)C)(C)(C)C. Product: [C:13]([C:15]1[N:19]([CH3:20])[C:18]([C:2]2[CH:7]=[CH:6][C:5]([S:8]([NH:11][CH3:12])(=[O:10])=[O:9])=[CH:4][CH:3]=2)=[CH:17][CH:16]=1)#[N:14]. The catalyst class is: 110. (2) Reactant: ClC[C:3]1[C:11]2[C:6](=[CH:7][N:8]=[C:9]([C:12]([O:14][CH3:15])=[O:13])[CH:10]=2)[N:5](CC2C=CC(F)=CC=2F)[CH:4]=1.[CH3:25][C:26]1([CH3:33])[O:30][C@H:29]([CH2:31][OH:32])[CH2:28][O:27]1.CCN(C(C)C)C(C)C. Product: [CH3:25][C:26]1([CH3:33])[O:30][C@H:29]([CH2:31][O:32][CH2:15][O:14][C:12]([C:9]2[CH:10]=[C:11]3[CH:3]=[CH:4][NH:5][C:6]3=[CH:7][N:8]=2)=[O:13])[CH2:28][O:27]1. The catalyst class is: 3. (3) Reactant: CC1(C)O/[C:5](=[CH:7]/[C:8](=[O:14])[C:9]([O:11][CH2:12][CH3:13])=[O:10])/[CH2:4][O:3]1.[NH:16]([C:18]1[C:23]([Cl:24])=[CH:22][CH:21]=[CH:20][N:19]=1)[NH2:17]. Product: [Cl:24][C:23]1[C:18]([N:16]2[C:8]([OH:14])([C:9]([O:11][CH2:12][CH3:13])=[O:10])[CH2:7][C:5]([CH2:4][OH:3])=[N:17]2)=[N:19][CH:20]=[CH:21][CH:22]=1. The catalyst class is: 8. (4) The catalyst class is: 19. Reactant: [CH3:1][O:2][C:3](=[O:15])[C:4]1[CH:9]=[CH:8][C:7]([CH:10]=[CH2:11])=[CH:6][C:5]=1[N+:12]([O-])=O. Product: [CH3:1][O:2][C:3](=[O:15])[C:4]1[CH:9]=[CH:8][C:7]([CH2:10][CH3:11])=[CH:6][C:5]=1[NH2:12]. (5) Reactant: C([O:5][C:6]([CH:8]1[CH2:11][N:10]([CH2:12][C:13]2[CH:18]=[C:17]([NH:19][C@@H:20]([C:23]3[CH:28]=[C:27]([CH3:29])[C:26]([Cl:30])=[C:25]([CH3:31])[CH:24]=3)[CH2:21][CH3:22])[CH:16]=[CH:15][C:14]=2[Cl:32])[CH2:9]1)=[O:7])(C)(C)C.Cl. Product: [Cl:32][C:14]1[CH:15]=[CH:16][C:17]([NH:19][C@@H:20]([C:23]2[CH:28]=[C:27]([CH3:29])[C:26]([Cl:30])=[C:25]([CH3:31])[CH:24]=2)[CH2:21][CH3:22])=[CH:18][C:13]=1[CH2:12][N:10]1[CH2:9][CH:8]([C:6]([OH:7])=[O:5])[CH2:11]1. The catalyst class is: 2. (6) Reactant: CON(C)[C:4]([C:6]1[CH:7]=[CH:8][C:9]([N:12]2[CH2:17][CH2:16][N:15]([C:18]([O:20][C:21]([CH3:24])([CH3:23])[CH3:22])=[O:19])[CH2:14][CH2:13]2)=[N:10][CH:11]=1)=[O:5].[CH3:26][Mg]Br. Product: [OH:5][CH:4]([C:6]1[CH:7]=[CH:8][C:9]([N:12]2[CH2:17][CH2:16][N:15]([C:18]([O:20][C:21]([CH3:23])([CH3:24])[CH3:22])=[O:19])[CH2:14][CH2:13]2)=[N:10][CH:11]=1)[CH3:26]. The catalyst class is: 1. (7) Reactant: C(OC(=O)[NH:7][C:8]1[CH:13]=[CH:12][C:11]([S:14][C:15]2[CH:20]=[CH:19][C:18]([S:21](=[O:31])(=[O:30])[NH:22][C:23]3[CH:28]=[CH:27][C:26]([Br:29])=[CH:25][CH:24]=3)=[CH:17][C:16]=2[NH:32][C:33]2[C:34]3[CH:42]=[CH:41][C:40]([CH:43]([CH3:45])[CH3:44])=[N:39][C:35]=3[N:36]=[CH:37][N:38]=2)=[CH:10][CH:9]=1)(C)(C)C.[F:47][C:48]([F:53])([F:52])[C:49]([OH:51])=[O:50]. Product: [NH2:7][C:8]1[CH:13]=[CH:12][C:11]([S:14][C:15]2[CH:20]=[CH:19][C:18]([S:21]([NH:22][C:23]3[CH:28]=[CH:27][C:26]([Br:29])=[CH:25][CH:24]=3)(=[O:30])=[O:31])=[CH:17][C:16]=2[NH:32][C:33]2[C:34]3[CH:42]=[CH:41][C:40]([CH:43]([CH3:45])[CH3:44])=[N:39][C:35]=3[N:36]=[CH:37][N:38]=2)=[CH:10][CH:9]=1.[F:47][C:48]([F:53])([F:52])[C:49]([OH:51])=[O:50]. The catalyst class is: 2. (8) Reactant: [H-].[Na+].[C:3]([C:7]1[CH:30]=[CH:29][C:10]([C:11]([N:13]2[CH2:18][CH2:17][C:16]3([CH2:27][C:26](=[O:28])[C:25]4[C:20](=[CH:21][CH:22]=[CH:23][CH:24]=4)[O:19]3)[CH2:15][CH2:14]2)=[O:12])=[CH:9][C:8]=1[O:31][CH3:32])([CH3:6])([CH3:5])[CH3:4].[CH:33](OCC)=[O:34]. Product: [C:3]([C:7]1[CH:30]=[CH:29][C:10]([C:11]([N:13]2[CH2:14][CH2:15][C:16]3([C:27](=[CH:33][OH:34])[C:26](=[O:28])[C:25]4[C:20](=[CH:21][CH:22]=[CH:23][CH:24]=4)[O:19]3)[CH2:17][CH2:18]2)=[O:12])=[CH:9][C:8]=1[O:31][CH3:32])([CH3:6])([CH3:4])[CH3:5]. The catalyst class is: 1. (9) Reactant: [CH3:1][O:2][C:3](=[O:15])[C:4]([N+:13]#[C-:14])=[C:5](Br)[C:6]1[CH:11]=[CH:10][CH:9]=[CH:8][CH:7]=1.[O:16]1[CH2:21][CH2:20][N:19]([C:22]2[CH:23]=[C:24]([CH:26]=[CH:27][CH:28]=2)[NH2:25])[CH2:18][CH2:17]1.C(N(CC)CC)C.C(=O)(O)[O-].[Na+]. Product: [CH3:1][O:2][C:3]([C:4]1[N:13]=[CH:14][N:25]([C:24]2[CH:26]=[CH:27][CH:28]=[C:22]([N:19]3[CH2:20][CH2:21][O:16][CH2:17][CH2:18]3)[CH:23]=2)[C:5]=1[C:6]1[CH:11]=[CH:10][CH:9]=[CH:8][CH:7]=1)=[O:15]. The catalyst class is: 3. (10) Product: [O:1]=[C:2]1[NH:6][C@H:5]([CH2:7][CH2:8][CH:9]=[O:13])[C:4](=[O:14])[NH:3]1. Reactant: [O:1]=[C:2]1[NH:6][C@H:5]([CH2:7][CH2:8][C:9](=[O:13])SCC)[C:4](=[O:14])[NH:3]1.[SiH](CC)(CC)CC. The catalyst class is: 123.